Dataset: Forward reaction prediction with 1.9M reactions from USPTO patents (1976-2016). Task: Predict the product of the given reaction. (1) Given the reactants [Si:1]([O:8][C@@H:9]([C:25]1[CH:30]=[CH:29][CH:28]=[CH:27][C:26]=1[C:31]1[CH:36]=[CH:35][C:34]([Cl:37])=[CH:33][CH:32]=1)[CH:10]1[CH2:15][CH2:14][N:13]([C:16]2[CH:24]=[CH:23][C:19]([C:20]([OH:22])=O)=[CH:18][CH:17]=2)[CH2:12][CH2:11]1)([C:4]([CH3:7])([CH3:6])[CH3:5])([CH3:3])[CH3:2].[O:38]1[CH2:43][CH2:42][N:41]([CH2:44][CH2:45][C@@H:46]([NH:55][C:56]2[CH:61]=[CH:60][C:59]([S:62]([NH2:65])(=[O:64])=[O:63])=[CH:58][C:57]=2[N+:66]([O-:68])=[O:67])[CH2:47][S:48][C:49]2[CH:54]=[CH:53][CH:52]=[CH:51][CH:50]=2)[CH2:40][CH2:39]1, predict the reaction product. The product is: [Si:1]([O:8][C@@H:9]([C:25]1[CH:30]=[CH:29][CH:28]=[CH:27][C:26]=1[C:31]1[CH:32]=[CH:33][C:34]([Cl:37])=[CH:35][CH:36]=1)[CH:10]1[CH2:15][CH2:14][N:13]([C:16]2[CH:24]=[CH:23][C:19]([C:20]([NH:65][S:62]([C:59]3[CH:60]=[CH:61][C:56]([NH:55][C@H:46]([CH2:45][CH2:44][N:41]4[CH2:40][CH2:39][O:38][CH2:43][CH2:42]4)[CH2:47][S:48][C:49]4[CH:50]=[CH:51][CH:52]=[CH:53][CH:54]=4)=[C:57]([N+:66]([O-:68])=[O:67])[CH:58]=3)(=[O:64])=[O:63])=[O:22])=[CH:18][CH:17]=2)[CH2:12][CH2:11]1)([C:4]([CH3:7])([CH3:6])[CH3:5])([CH3:3])[CH3:2]. (2) Given the reactants [O:1]1[C:5]2[CH:6]=[CH:7][C:8]([CH2:10][NH2:11])=[CH:9][C:4]=2[O:3][CH2:2]1.[Br:12][C:13]1[CH:14]=[CH:15][C:16]2[N:17]([CH:19]=[C:20]([C:22](OCC)=[O:23])[N:21]=2)[CH:18]=1, predict the reaction product. The product is: [O:1]1[C:5]2[CH:6]=[CH:7][C:8]([CH2:10][NH:11][C:22]([C:20]3[N:21]=[C:16]4[CH:15]=[CH:14][C:13]([Br:12])=[CH:18][N:17]4[CH:19]=3)=[O:23])=[CH:9][C:4]=2[O:3][CH2:2]1. (3) The product is: [CH2:1]([O:5][C:6]1[CH:7]=[C:8]([CH:26]=[CH:27][CH:28]=1)[CH2:9][N:10]1[CH2:14][CH2:13][CH:12]([C:15]2[O:25][C:19]([CH2:20][O:21][C:22](=[O:24])[CH3:23])=[N:18][N:17]=2)[CH2:11]1)[CH:2]([CH3:4])[CH3:3]. Given the reactants [CH2:1]([O:5][C:6]1[CH:7]=[C:8]([CH:26]=[CH:27][CH:28]=1)[CH2:9][N:10]1[CH2:14][CH2:13][CH:12]([C:15]([NH:17][NH:18][C:19](=[O:25])[CH2:20][O:21][C:22](=[O:24])[CH3:23])=O)[CH2:11]1)[CH:2]([CH3:4])[CH3:3].C(N(CC)CC)C.[Cl-].ClC1N(C)CC[NH+]1C, predict the reaction product.